Dataset: Peptide-MHC class I binding affinity with 185,985 pairs from IEDB/IMGT. Task: Regression. Given a peptide amino acid sequence and an MHC pseudo amino acid sequence, predict their binding affinity value. This is MHC class I binding data. (1) The peptide sequence is TIDKSSPLYI. The MHC is HLA-A02:01 with pseudo-sequence HLA-A02:01. The binding affinity (normalized) is 0.302. (2) The peptide sequence is AMPGVLSYV. The MHC is HLA-A02:03 with pseudo-sequence HLA-A02:03. The binding affinity (normalized) is 0.816. (3) The peptide sequence is KSYSLIRPK. The MHC is HLA-A03:01 with pseudo-sequence HLA-A03:01. The binding affinity (normalized) is 0.934. (4) The peptide sequence is PALMPLYACI. The MHC is Patr-B0101 with pseudo-sequence Patr-B0101. The binding affinity (normalized) is 0.170. (5) The peptide sequence is ASYAGAGAY. The MHC is BoLA-D18.4 with pseudo-sequence BoLA-D18.4. The binding affinity (normalized) is 0.479. (6) The peptide sequence is LAFLQYRRL. The MHC is HLA-A02:01 with pseudo-sequence HLA-A02:01. The binding affinity (normalized) is 0.149.